Dataset: Full USPTO retrosynthesis dataset with 1.9M reactions from patents (1976-2016). Task: Predict the reactants needed to synthesize the given product. (1) Given the product [F:20][C:15]([F:21])([F:12])[C:2]1[C:3]([C:8]([O:10][CH3:11])=[O:9])=[N:4][CH:5]=[CH:6][N:7]=1, predict the reactants needed to synthesize it. The reactants are: Cl[C:2]1[C:3]([C:8]([O:10][CH3:11])=[O:9])=[N:4][CH:5]=[CH:6][N:7]=1.[F-:12].[K+].Cl[C:15]([F:21])([F:20])C(OC)=O. (2) Given the product [CH3:25][O:19][C:18](=[O:20])[CH2:17][C:10]1[CH:11]=[C:12]([C:15]#[N:16])[CH:13]=[CH:14][C:9]=1[O:8][CH2:1][C:2]1[CH:3]=[CH:4][CH:5]=[CH:6][CH:7]=1, predict the reactants needed to synthesize it. The reactants are: [CH2:1]([O:8][C:9]1[CH:14]=[CH:13][C:12]([C:15]#[N:16])=[CH:11][C:10]=1[CH2:17][C:18]([OH:20])=[O:19])[C:2]1[CH:7]=[CH:6][CH:5]=[CH:4][CH:3]=1.S(Cl)(Cl)=O.[CH3:25]O. (3) Given the product [Cl:12][CH2:13][CH2:14][CH2:15][N:3]1[C:4](=[O:11])[C:5]2[CH:10]=[CH:9][CH:8]=[CH:7][C:6]=2[N:1]=[N:2]1, predict the reactants needed to synthesize it. The reactants are: [N:1]1[C:6]2[CH:7]=[CH:8][CH:9]=[CH:10][C:5]=2[C:4](=[O:11])[NH:3][N:2]=1.[Cl:12][CH2:13][CH2:14][CH2:15]I. (4) The reactants are: [CH3:1][O:2][C:3]1[C:8]([F:9])=[C:7]([O:10][CH3:11])[CH:6]=[CH:5][C:4]=1I.[C:13]([C:15]1[CH:16]=[N:17][N:18]([CH3:20])[CH:19]=1)#[CH:14].C(#N)C. Given the product [CH3:1][O:2][C:3]1[C:8]([F:9])=[C:7]([O:10][CH3:11])[CH:6]=[CH:5][C:4]=1[C:14]#[C:13][C:15]1[CH:16]=[N:17][N:18]([CH3:20])[CH:19]=1, predict the reactants needed to synthesize it.